Task: Predict the product of the given reaction.. Dataset: Forward reaction prediction with 1.9M reactions from USPTO patents (1976-2016) Given the reactants C[B-](F)(F)F.[K+].[CH2:7](Cl)Cl.FC(F)(F)S(O[C:16]1[C:25]2[CH2:24][CH2:23][CH2:22][CH2:21][C:20]=2[CH:19]=[C:18]([C:26]([O:28][CH2:29][CH3:30])=[O:27])[CH:17]=1)(=O)=O.O, predict the reaction product. The product is: [CH3:7][C:16]1[C:25]2[CH2:24][CH2:23][CH2:22][CH2:21][C:20]=2[CH:19]=[C:18]([C:26]([O:28][CH2:29][CH3:30])=[O:27])[CH:17]=1.